This data is from Reaction yield outcomes from USPTO patents with 853,638 reactions. The task is: Predict the reaction yield, written as a fraction of the theoretical maximum amount of product (1.0 means a 100% yield; for example, 0.34 means a 34% yield). The reactants are [Cl:1][C:2]1[CH:7]=[CH:6][C:5]([OH:8])=[CH:4][CH:3]=1.CI.[C:11](=O)([O-])[O-].[K+].[K+]. The catalyst is CC(C)=O. The product is [Cl:1][C:2]1[CH:7]=[CH:6][C:5]([O:8][CH3:11])=[CH:4][CH:3]=1. The yield is 0.750.